This data is from Forward reaction prediction with 1.9M reactions from USPTO patents (1976-2016). The task is: Predict the product of the given reaction. (1) Given the reactants [CH3:1][O:2][C:3]1[CH:8]=[C:7]([O:9][Si](C(C)(C)C)(C2C=CC=CC=2)C2C=CC=CC=2)[CH:6]=[C:5]([O:27][CH3:28])[C:4]=1B(O)O.[CH2:32]([O:34][C:35](=[O:56])[C@H:36]([CH2:48][C:49]1[CH:54]=[CH:53][C:52](Br)=[CH:51][CH:50]=1)[NH:37][C:38](=[O:47])[C:39]1[C:44]([Cl:45])=[CH:43][CH:42]=[CH:41][C:40]=1[Cl:46])[CH3:33].C([O-])([O-])=O.[K+].[K+], predict the reaction product. The product is: [CH2:32]([O:34][C:35](=[O:56])[C@H:36]([CH2:48][C:49]1[CH:54]=[CH:53][C:52]([C:4]2[C:5]([O:27][CH3:28])=[CH:6][C:7]([OH:9])=[CH:8][C:3]=2[O:2][CH3:1])=[CH:51][CH:50]=1)[NH:37][C:38](=[O:47])[C:39]1[C:40]([Cl:46])=[CH:41][CH:42]=[CH:43][C:44]=1[Cl:45])[CH3:33]. (2) Given the reactants [CH3:1][N:2]1[C:11]2[C:6](=[C:7]([CH2:13][CH:14]=[CH2:15])[C:8]([CH3:12])=[CH:9][CH:10]=2)[CH:5]=[CH:4][C:3]1=[O:16].Br[C:18]1C2C3CC3C(=O)N(C)C=2C=CC=1C, predict the reaction product. The product is: [CH3:1][N:2]1[C:11]2[CH:10]=[CH:9][C:8]([CH3:12])=[C:7]([CH2:13][CH:14]=[CH2:15])[C:6]=2[CH:5]2[CH2:18][CH:4]2[C:3]1=[O:16]. (3) Given the reactants Cl[S:2]([C:5]1[C:6]([CH3:13])=[C:7]([C:10]([OH:12])=O)[S:8][CH:9]=1)(=[O:4])=[O:3].[Br:14][C:15]1[CH:21]=[CH:20][C:18]([NH2:19])=[CH:17][CH:16]=1.[NH2:22][C:23]1[CH:32]=[CH:31][C:30]([Br:33])=[CH:29][C:24]=1[C:25]([O:27]C)=[O:26], predict the reaction product. The product is: [Br:33][C:30]1[CH:31]=[CH:32][C:23]([NH:22][C:10]([C:7]2[S:8][CH:9]=[C:5]([S:2](=[O:3])(=[O:4])[NH:19][C:18]3[CH:20]=[CH:21][C:15]([Br:14])=[CH:16][CH:17]=3)[C:6]=2[CH3:13])=[O:12])=[C:24]([CH:29]=1)[C:25]([OH:27])=[O:26]. (4) The product is: [F:3][C:4]1[CH:5]=[C:6]([C:11]2([C:18]([O:20][CH2:21][CH3:22])=[O:19])[CH2:16][CH2:15][CH2:14][N:13]=[C:12]2[S:17][CH3:1])[CH:7]=[CH:8][C:9]=1[F:10]. Given the reactants [CH3:1]I.[F:3][C:4]1[CH:5]=[C:6]([C:11]2([C:18]([O:20][CH2:21][CH3:22])=[O:19])[CH2:16][CH2:15][CH2:14][NH:13][C:12]2=[S:17])[CH:7]=[CH:8][C:9]=1[F:10], predict the reaction product. (5) Given the reactants Br[C:2]1[CH:3]=[C:4]([C:16]2[CH:21]=[CH:20][C:19]([Cl:22])=[C:18]([Cl:23])[CH:17]=2)[C:5]2[O:10]C[N:8]([C:11]([CH3:14])([CH3:13])[CH3:12])[CH2:7][C:6]=2[CH:15]=1.[F:24][C:25]([F:36])([F:35])[C:26]1[N:31]=[CH:30][C:29](B(O)O)=[CH:28][CH:27]=1.C(=O)([O-])[O-].[K+].[K+], predict the reaction product. The product is: [C:11]([NH:8][CH2:7][C:6]1[CH:15]=[C:2]([C:29]2[CH:30]=[N:31][C:26]([C:25]([F:36])([F:35])[F:24])=[CH:27][CH:28]=2)[CH:3]=[C:4]([C:16]2[CH:21]=[CH:20][C:19]([Cl:22])=[C:18]([Cl:23])[CH:17]=2)[C:5]=1[OH:10])([CH3:14])([CH3:12])[CH3:13]. (6) Given the reactants Cl.[NH:2]1[C:6]2[CH:7]=[CH:8][C:9]([C:11]3[NH:12][C:13]4[N:14]([N:18]=[CH:19][C:20]=4[C:21](=[NH:26])[O:22][CH2:23][C:24]#[CH:25])[C:15](=[O:17])[CH:16]=3)=[CH:10][C:5]=2[N:4]=[N:3]1.CCN(C(C)C)C(C)C, predict the reaction product. The product is: [NH:2]1[C:6]2[CH:7]=[CH:8][C:9]([C:11]3[NH:12][C:13]4[N:14]([N:18]=[CH:19][C:20]=4[C:21]4[O:22][CH:23]=[C:24]([CH3:25])[N:26]=4)[C:15](=[O:17])[CH:16]=3)=[CH:10][C:5]=2[N:4]=[N:3]1. (7) Given the reactants [NH2:1][C:2]1[C:11]2[N:12]=[C:13]([CH2:24][O:25][CH2:26][CH3:27])[N:14]([CH2:15][C:16]([NH:19][S:20]([CH3:23])(=[O:22])=[O:21])([CH3:18])[CH3:17])[C:10]=2[C:9]2[CH:8]=[C:7]([O:28]CC3C=CC=CC=3)[CH:6]=[CH:5][C:4]=2[N:3]=1.[H][H].ClCCl.[OH-].[NH4+], predict the reaction product. The product is: [NH2:1][C:2]1[C:11]2[N:12]=[C:13]([CH2:24][O:25][CH2:26][CH3:27])[N:14]([CH2:15][C:16]([NH:19][S:20]([CH3:23])(=[O:22])=[O:21])([CH3:18])[CH3:17])[C:10]=2[C:9]2[CH:8]=[C:7]([OH:28])[CH:6]=[CH:5][C:4]=2[N:3]=1.